This data is from Full USPTO retrosynthesis dataset with 1.9M reactions from patents (1976-2016). The task is: Predict the reactants needed to synthesize the given product. Given the product [ClH:15].[NH:7]([C:16]([C:18]1[C:26]2[C:21](=[CH:22][CH:23]=[CH:24][CH:25]=2)[N:20]([C:27]2[C:36]3[C:31](=[CH:32][CH:33]=[C:34]([O:37][CH3:38])[CH:35]=3)[N:30]=[CH:29][CH:28]=2)[CH:19]=1)=[O:17])[C:6]([NH2:8])=[NH:5], predict the reactants needed to synthesize it. The reactants are: C[O-].[Na+].Cl.[NH2:5][C:6]([NH2:8])=[NH:7].O1CCCC1.Cl.[Cl:15][C:16]([C:18]1[C:26]2[C:21](=[CH:22][CH:23]=[CH:24][CH:25]=2)[N:20]([C:27]2[C:36]3[C:31](=[CH:32][CH:33]=[C:34]([O:37][CH3:38])[CH:35]=3)[N:30]=[CH:29][CH:28]=2)[CH:19]=1)=[O:17].